This data is from Forward reaction prediction with 1.9M reactions from USPTO patents (1976-2016). The task is: Predict the product of the given reaction. (1) The product is: [Cl:8][C:4]1[CH:5]=[CH:6][CH:7]=[C:2]([Cl:1])[C:3]=1[C:9]1[NH:13][C:12](=[O:14])[N:11]([C:15]2[CH:24]=[CH:23][C:18]([C:19]([NH:30][C:29]3[CH:31]=[C:32]([C:35]([F:36])([F:37])[F:38])[CH:33]=[CH:34][C:28]=3[F:27])=[O:20])=[C:17]([O:25][CH3:26])[CH:16]=2)[N:10]=1. Given the reactants [Cl:1][C:2]1[CH:7]=[CH:6][CH:5]=[C:4]([Cl:8])[C:3]=1[C:9]1[NH:13][C:12](=[O:14])[N:11]([C:15]2[CH:24]=[CH:23][C:18]([C:19](OC)=[O:20])=[C:17]([O:25][CH3:26])[CH:16]=2)[N:10]=1.[F:27][C:28]1[CH:34]=[CH:33][C:32]([C:35]([F:38])([F:37])[F:36])=[CH:31][C:29]=1[NH2:30].C[Al](C)C, predict the reaction product. (2) Given the reactants FC(F)(F)C1C=C(NC(=O)NC2C=CC(C3SC(CCC(O)=O)=NC=3)=CC=2)C=CC=1.[F:31][C:32]1[CH:33]=[C:34]([NH:39][C:40](=[O:67])[NH:41][C:42]2[CH:47]=[CH:46][C:45]([C:48]3[S:52][C:51]([C:53]45[CH2:62][CH:57]6[CH2:58][CH:59]([CH2:61][C:55]([C:63]([O:65]C)=[O:64])([CH2:56]6)[CH2:54]4)[CH2:60]5)=[N:50][CH:49]=3)=[CH:44][CH:43]=2)[CH:35]=[C:36]([F:38])[CH:37]=1, predict the reaction product. The product is: [F:31][C:32]1[CH:33]=[C:34]([NH:39][C:40](=[O:67])[NH:41][C:42]2[CH:47]=[CH:46][C:45]([C:48]3[S:52][C:51]([C:53]45[CH2:62][CH:57]6[CH2:58][CH:59]([CH2:61][C:55]([C:63]([OH:65])=[O:64])([CH2:56]6)[CH2:54]4)[CH2:60]5)=[N:50][CH:49]=3)=[CH:44][CH:43]=2)[CH:35]=[C:36]([F:38])[CH:37]=1. (3) Given the reactants [N:1]([CH:4]1[CH:9]([O:10][Si:11]([C:14]([CH3:17])([CH3:16])[CH3:15])([CH3:13])[CH3:12])[CH2:8][CH2:7][C:6]([C:18]2[CH:23]=[CH:22][N:21]=[CH:20][C:19]=2[N+:24]([O-:26])=[O:25])=[CH:5]1)=[N+]=[N-].[OH-].[NH4+].P(C)(C)C.[CH3:33][C:34]([O:37][C:38](O[C:38]([O:37][C:34]([CH3:36])([CH3:35])[CH3:33])=[O:39])=[O:39])([CH3:36])[CH3:35], predict the reaction product. The product is: [Si:11]([O:10][CH:9]1[CH:4]([NH:1][C:38](=[O:39])[O:37][C:34]([CH3:36])([CH3:35])[CH3:33])[CH:5]=[C:6]([C:18]2[CH:23]=[CH:22][N:21]=[CH:20][C:19]=2[N+:24]([O-:26])=[O:25])[CH2:7][CH2:8]1)([C:14]([CH3:17])([CH3:16])[CH3:15])([CH3:13])[CH3:12]. (4) Given the reactants [N+:1]([C:4]1[CH:5]=[N:6][N:7]([CH2:9][C:10]([O:12]C)=O)[CH:8]=1)([O-:3])=[O:2].[CH3:14][NH2:15], predict the reaction product. The product is: [CH3:14][NH:15][C:10](=[O:12])[CH2:9][N:7]1[CH:8]=[C:4]([N+:1]([O-:3])=[O:2])[CH:5]=[N:6]1.